From a dataset of NCI-60 drug combinations with 297,098 pairs across 59 cell lines. Regression. Given two drug SMILES strings and cell line genomic features, predict the synergy score measuring deviation from expected non-interaction effect. Drug 1: CC1=C(C=C(C=C1)C(=O)NC2=CC(=CC(=C2)C(F)(F)F)N3C=C(N=C3)C)NC4=NC=CC(=N4)C5=CN=CC=C5. Drug 2: CCC1(CC2CC(C3=C(CCN(C2)C1)C4=CC=CC=C4N3)(C5=C(C=C6C(=C5)C78CCN9C7C(C=CC9)(C(C(C8N6C)(C(=O)OC)O)OC(=O)C)CC)OC)C(=O)OC)O.OS(=O)(=O)O. Cell line: NCI-H522. Synergy scores: CSS=10.6, Synergy_ZIP=1.61, Synergy_Bliss=6.45, Synergy_Loewe=-11.1, Synergy_HSA=-1.24.